Task: Predict the product of the given reaction.. Dataset: Forward reaction prediction with 1.9M reactions from USPTO patents (1976-2016) (1) Given the reactants [Cl:1][C:2]1[CH:3]=[C:4]([OH:9])[CH:5]=[CH:6][C:7]=1[F:8].F[C:11]1[CH:16]=[CH:15][C:14]([N+:17]([O-:19])=[O:18])=[CH:13][CH:12]=1.C(=O)([O-])[O-].[K+].[K+], predict the reaction product. The product is: [N+:17]([C:14]1[CH:15]=[CH:16][C:11]([O:9][C:4]2[CH:5]=[CH:6][C:7]([F:8])=[C:2]([Cl:1])[CH:3]=2)=[CH:12][CH:13]=1)([O-:19])=[O:18]. (2) Given the reactants [Cl:1][C:2]1[S:6][C:5]([C:7]([NH:9][C:10]2[CH:18]=[CH:17][CH:16]=[C:15]3[C:11]=2[C:12](=[O:28])[N:13]([CH2:20][CH2:21][CH:22]2[CH2:27][CH2:26][NH:25][CH2:24][CH2:23]2)[C:14]3=[O:19])=[O:8])=[CH:4][CH:3]=1.[CH:29](N(CC)C(C)C)(C)[CH3:30].ICC, predict the reaction product. The product is: [Cl:1][C:2]1[S:6][C:5]([C:7]([NH:9][C:10]2[CH:18]=[CH:17][CH:16]=[C:15]3[C:11]=2[C:12](=[O:28])[N:13]([CH2:20][CH2:21][CH:22]2[CH2:27][CH2:26][N:25]([CH2:29][CH3:30])[CH2:24][CH2:23]2)[C:14]3=[O:19])=[O:8])=[CH:4][CH:3]=1. (3) Given the reactants [C:1]([C:3]1[CH:19]=[CH:18][C:6]([O:7][CH2:8][CH2:9][CH2:10][CH2:11][CH2:12][CH2:13][CH2:14][CH2:15][CH2:16][OH:17])=[CH:5][CH:4]=1)#[N:2].C1C=C[NH+]=CC=1.C1C=C[NH+]=CC=1.[O-:32][Cr](O[Cr]([O-])(=O)=O)(=O)=O.O, predict the reaction product. The product is: [C:1]([C:3]1[CH:19]=[CH:18][C:6]([O:7][CH2:8][CH2:9][CH2:10][CH2:11][CH2:12][CH2:13][CH2:14][CH2:15][C:16]([OH:32])=[O:17])=[CH:5][CH:4]=1)#[N:2]. (4) Given the reactants Br[C:2]1[CH:3]=[C:4]([CH:6]=[CH:7][CH:8]=1)[NH2:5].[C:9]([O:13][C:14]([NH:16][CH2:17][C:18]1[CH:19]=[C:20](B(O)O)[CH:21]=[CH:22][CH:23]=1)=[O:15])([CH3:12])([CH3:11])[CH3:10].[O-]P([O-])([O-])=O.[K+].[K+].[K+], predict the reaction product. The product is: [NH2:5][C:4]1[CH:3]=[C:2]([C:22]2[CH:21]=[CH:20][CH:19]=[C:18]([CH2:17][NH:16][C:14](=[O:15])[O:13][C:9]([CH3:11])([CH3:10])[CH3:12])[CH:23]=2)[CH:8]=[CH:7][CH:6]=1. (5) The product is: [Cl:1][C:2]1[N:7]=[CH:6][C:5]([N:8]2[CH2:13][CH2:12][C:11]3[NH:14][C:15]([C:17]4[C:18]([F:24])=[CH:19][CH:20]=[CH:21][C:22]=4[F:23])=[CH:16][C:10]=3[CH2:9]2)=[C:4]([CH3:26])[CH:3]=1. Given the reactants [Cl:1][C:2]1[N:7]=[CH:6][C:5]([N:8]2[CH2:13][CH2:12][C:11]3[NH:14][C:15]([C:17]4[C:22]([F:23])=[CH:21][CH:20]=[CH:19][C:18]=4[F:24])=[CH:16][C:10]=3[C:9]2=O)=[C:4]([CH3:26])[CH:3]=1.CO, predict the reaction product. (6) Given the reactants [NH2:1][C:2]1[N:3]=[CH:4][C:5]([C@@H:8]2[CH2:12][CH2:11][C@H:10]([OH:13])[CH2:9]2)=[N:6][CH:7]=1.C1C(=O)N([Br:21])C(=O)C1.O, predict the reaction product. The product is: [NH2:1][C:2]1[N:3]=[CH:4][C:5]([C@@H:8]2[CH2:12][CH2:11][C@@H:10]([OH:13])[CH2:9]2)=[N:6][C:7]=1[Br:21]. (7) Given the reactants [OH-].[Na+].[CH3:3][C:4]1[CH:9]=[CH:8][C:7]([S:10](Cl)(=[O:12])=[O:11])=[CH:6][CH:5]=1.[Cl:14][C:15]1[C:16]2[CH:23]=[CH:22][NH:21][C:17]=2[N:18]=[CH:19][N:20]=1, predict the reaction product. The product is: [Cl:14][C:15]1[C:16]2[CH:23]=[CH:22][N:21]([S:10]([C:7]3[CH:8]=[CH:9][C:4]([CH3:3])=[CH:5][CH:6]=3)(=[O:12])=[O:11])[C:17]=2[N:18]=[CH:19][N:20]=1. (8) Given the reactants [CH3:1][O:2][C:3]1[C:8]2=[CH:9][CH:10]=[C:11]3[C:20]([N:19]=[C:18]4[C:13]([CH:14]=[CH:15][C:16]([O:24][CH3:25])=[C:17]4[C:21]([OH:23])=O)=[N:12]3)=[C:7]2[CH:6]=[CH:5][CH:4]=1.[CH3:26][N:27]([CH3:32])[CH2:28][CH:29]([NH2:31])[CH3:30], predict the reaction product. The product is: [CH3:26][N:27]([CH3:32])[CH2:28][CH:29]([NH:31][C:21]([C:17]1[C:18]2[C:13](=[N:12][C:11]3[C:20]([N:19]=2)=[C:7]2[CH:6]=[CH:5][CH:4]=[C:3]([O:2][CH3:1])[C:8]2=[CH:9][CH:10]=3)[CH:14]=[CH:15][C:16]=1[O:24][CH3:25])=[O:23])[CH3:30]. (9) Given the reactants CO[C:3]([C:5]1[C:6]([OH:32])=[C:7]2[C:12](=[C:13]([C:15]#[N:16])[N:14]=1)[N:11]([CH2:17][C:18]1[CH:23]=[CH:22][CH:21]=[CH:20][CH:19]=1)[C:10](=[O:24])[C:9]([CH2:25][C:26]1[CH:31]=[CH:30][CH:29]=[CH:28][CH:27]=1)=[CH:8]2)=[O:4].[NH2:33][CH2:34][CH2:35][C:36]([OH:38])=[O:37].C[O-].[Na+], predict the reaction product. The product is: [CH2:17]([N:11]1[C:12]2[C:7](=[C:6]([OH:32])[C:5]([C:3]([NH:33][CH2:34][CH2:35][C:36]([OH:38])=[O:37])=[O:4])=[N:14][C:13]=2[C:15]#[N:16])[CH:8]=[C:9]([CH2:25][C:26]2[CH:27]=[CH:28][CH:29]=[CH:30][CH:31]=2)[C:10]1=[O:24])[C:18]1[CH:23]=[CH:22][CH:21]=[CH:20][CH:19]=1. (10) Given the reactants [BH4-].[Na+].[CH3:3][O:4][C:5]1[CH:6]=[C:7]([C:11]23[C:20](=[O:21])[CH2:19][CH2:18][CH2:17][C:16]2=[C:15]([CH3:22])[C:14](=[O:23])[CH2:13][CH2:12]3)[CH:8]=[CH:9][CH:10]=1.C(O)(=O)C, predict the reaction product. The product is: [OH:21][CH:20]1[CH2:19][CH2:18][CH2:17][C:16]2[C:11]1([C:7]1[CH:8]=[CH:9][CH:10]=[C:5]([O:4][CH3:3])[CH:6]=1)[CH2:12][CH2:13][C:14](=[O:23])[C:15]=2[CH3:22].